Dataset: Forward reaction prediction with 1.9M reactions from USPTO patents (1976-2016). Task: Predict the product of the given reaction. (1) Given the reactants O[CH2:2][CH2:3][C:4]1[CH:9]=[CH:8][CH:7]=[CH:6][C:5]=1[CH2:10][CH2:11][O:12]S(C)(=O)=O.[H-].[Na+].[H][H], predict the reaction product. The product is: [CH:6]1[C:5]2[CH2:10][CH2:11][O:12][CH2:2][CH2:3][C:4]=2[CH:9]=[CH:8][CH:7]=1.[CH2:2]=[CH:3][C:4]1[CH:9]=[CH:8][CH:7]=[CH:6][CH:5]=1. (2) The product is: [C:14]1([CH:12]([NH:11][C:10]2[S:9][CH:8]=[N:7][C:6]=2[C:4]([OH:5])=[O:3])[CH3:13])[CH:19]=[CH:18][CH:17]=[CH:16][CH:15]=1. Given the reactants C([O:3][C:4]([C:6]1[N:7]=[CH:8][S:9][C:10]=1[NH:11][CH:12]([C:14]1[CH:19]=[CH:18][CH:17]=[CH:16][CH:15]=1)[CH3:13])=[O:5])C, predict the reaction product. (3) The product is: [CH3:4][O:5][C:6]1[CH:14]=[CH:13][CH:12]=[C:11]([O:15][CH3:16])[C:7]=1[C:8]([N:2]([CH3:3])[CH3:1])=[O:9]. Given the reactants [CH3:1][NH:2][CH3:3].[CH3:4][O:5][C:6]1[CH:14]=[CH:13][CH:12]=[C:11]([O:15][CH3:16])[C:7]=1[C:8](Cl)=[O:9].CCOC(C)=O, predict the reaction product. (4) Given the reactants [OH:1][C@H:2]([CH3:24])[C@H:3]([NH:11][C:12](=[O:23])[CH2:13][N:14]1[CH2:17][C:16]2([CH2:21][CH2:20][CH2:19][NH:18]2)[C:15]1=[O:22])[C:4](=[O:10])[N:5]1[CH2:9][CH2:8][CH2:7][CH2:6]1.CC[N:27]=[C:28]=[N:29][CH2:30][CH2:31]CN(C)C.Cl.C1C=CC2N([OH:46])N=NC=2C=1.CC[N:49]([CH:53](C)C)C(C)C, predict the reaction product. The product is: [OH:1][C@H:2]([CH3:24])[C@H:3]([NH:11][C:12](=[O:23])[CH2:13][N:14]1[CH2:17][C:16]2([CH2:21][CH2:20][CH2:19][N:18]2[C:31]([C:30]2[N:49]([CH3:53])[N:27]=[CH:28][N:29]=2)=[O:46])[C:15]1=[O:22])[C:4](=[O:10])[N:5]1[CH2:6][CH2:7][CH2:8][CH2:9]1. (5) Given the reactants [C:1]([O:5][C:6]([NH:8][CH2:9][CH2:10][O:11][NH:12][C:13]([C@@H:15]1[CH2:20][CH2:19][C@@H:18]([NH:21][O:22][CH2:23][C:24]2[CH:29]=[CH:28][CH:27]=[CH:26][CH:25]=2)[CH2:17][N:16]1C(=O)C(F)(F)F)=[O:14])=[O:7])([CH3:4])([CH3:3])[CH3:2].O.[OH-].[Na+].C(O)(=O)C, predict the reaction product. The product is: [C:1]([O:5][C:6]([NH:8][CH2:9][CH2:10][O:11][NH:12][C:13]([C@@H:15]1[CH2:20][CH2:19][C@@H:18]([NH:21][O:22][CH2:23][C:24]2[CH:25]=[CH:26][CH:27]=[CH:28][CH:29]=2)[CH2:17][NH:16]1)=[O:14])=[O:7])([CH3:4])([CH3:2])[CH3:3]. (6) The product is: [CH3:9][CH2:8][CH2:7][C@H:6]([NH:10][C@H:11]([C:13]([N:10]1[C@H:6]([C:4]([OH:5])=[O:3])[CH2:7][C@H:24]2[C@@H:25]1[CH2:26][CH2:27][CH2:28][CH2:23]2)=[O:15])[CH3:12])[C:4]([O:3][CH2:1][CH3:2])=[O:5]. Given the reactants [CH2:1]([O:3][C:4]([C@@H:6]([NH:10][C@H:11]([C:13]([OH:15])=O)[CH3:12])[CH2:7][CH2:8][CH3:9])=[O:5])[CH3:2].Cl.P(Cl)(Cl)(Cl)(Cl)Cl.[CH3:23][CH2:24][CH2:25][CH2:26][CH2:27][CH3:28], predict the reaction product. (7) The product is: [Cl:24][C:22]1[CH:23]=[C:18]([C:16]2[C:15]3[N:26]([CH2:38][C@H:39]4[CH2:44][CH2:43][C@H:42]([CH3:45])[CH2:41][CH2:40]4)[C:27]([N:29]4[CH2:34][CH2:33][O:32][C@@H:31]5[CH2:35][CH2:36][CH2:37][C@@H:30]45)=[N:28][C:14]=3[CH:13]=[C:12]([Cl:11])[N:17]=2)[C:19]([N:3]([CH3:4])[CH3:2])=[N:20][CH:21]=1. Given the reactants Cl.[CH3:2][NH:3][CH3:4].C(=O)(O)[O-].[Na+].O.[Cl:11][C:12]1[N:17]=[C:16]([C:18]2[C:19](F)=[N:20][CH:21]=[C:22]([Cl:24])[CH:23]=2)[C:15]2[N:26]([CH2:38][C@H:39]3[CH2:44][CH2:43][C@H:42]([CH3:45])[CH2:41][CH2:40]3)[C:27]([N:29]3[CH2:34][CH2:33][O:32][C@@H:31]4[CH2:35][CH2:36][CH2:37][C@@H:30]34)=[N:28][C:14]=2[CH:13]=1, predict the reaction product.